Dataset: Forward reaction prediction with 1.9M reactions from USPTO patents (1976-2016). Task: Predict the product of the given reaction. (1) Given the reactants [CH3:1][O:2][C:3]1[CH:4]=[C:5]2[C:10](=[CH:11][C:12]=1[O:13][CH3:14])[N:9]=[CH:8][CH:7]=[C:6]2[O:15][C:16]1[CH:21]=[CH:20][C:19]([CH2:22][C:23](O)=[O:24])=[CH:18][CH:17]=1.[C:26]1([C:32]2[CH2:36][CH2:35][NH:34][N:33]=2)[CH:31]=[CH:30][CH:29]=[CH:28][CH:27]=1.C(Cl)CCl, predict the reaction product. The product is: [CH3:1][O:2][C:3]1[CH:4]=[C:5]2[C:10](=[CH:11][C:12]=1[O:13][CH3:14])[N:9]=[CH:8][CH:7]=[C:6]2[O:15][C:16]1[CH:21]=[CH:20][C:19]([CH2:22][C:23]([N:34]2[CH2:35][CH2:36][C:32]([C:26]3[CH:27]=[CH:28][CH:29]=[CH:30][CH:31]=3)=[N:33]2)=[O:24])=[CH:18][CH:17]=1. (2) Given the reactants Cl[C:2]1[N:7]=[C:6]([NH:8][C:9]2[CH:18]=[CH:17][C:16]([O:19][CH3:20])=[CH:15][C:10]=2[C:11]([NH:13][CH3:14])=[O:12])[C:5]([Cl:21])=[CH:4][N:3]=1.[CH3:22][O:23][CH2:24][CH2:25][N:26]1[CH2:32][CH2:31][C:30]2[CH:33]=[C:34]([NH2:37])[CH:35]=[CH:36][C:29]=2[CH2:28][CH2:27]1, predict the reaction product. The product is: [Cl:21][C:5]1[C:6]([NH:8][C:9]2[CH:18]=[CH:17][C:16]([O:19][CH3:20])=[CH:15][C:10]=2[C:11]([NH:13][CH3:14])=[O:12])=[N:7][C:2]([NH:37][C:34]2[CH:35]=[CH:36][C:29]3[CH2:28][CH2:27][N:26]([CH2:25][CH2:24][O:23][CH3:22])[CH2:32][CH2:31][C:30]=3[CH:33]=2)=[N:3][CH:4]=1. (3) Given the reactants [Cl:1][CH2:2][C:3]([NH:5][NH:6][C:7]([C@H:9]1[CH2:14][CH2:13][C@H:12]([C:15]([O:17][CH3:18])=[O:16])[CH2:11][CH2:10]1)=[O:8])=O.O=P(Cl)(Cl)Cl, predict the reaction product. The product is: [Cl:1][CH2:2][C:3]1[O:8][C:7]([C@H:9]2[CH2:14][CH2:13][C@H:12]([C:15]([O:17][CH3:18])=[O:16])[CH2:11][CH2:10]2)=[N:6][N:5]=1. (4) Given the reactants Cl[C:2]1[N:7]=[C:6]([NH:8][CH2:9][C:10]2[C:11]([C:21]3[CH:26]=[CH:25][CH:24]=[CH:23][CH:22]=3)=[N:12][C:13]3[C:18]([CH:19]=2)=[CH:17][CH:16]=[CH:15][C:14]=3[CH3:20])[CH:5]=[C:4]([CH3:27])[N:3]=1.Cl.CN.C[CH2:32][N:33](C(C)C)C(C)C, predict the reaction product. The product is: [CH3:32][NH:33][C:2]1[N:7]=[C:6]([NH:8][CH2:9][C:10]2[C:11]([C:21]3[CH:26]=[CH:25][CH:24]=[CH:23][CH:22]=3)=[N:12][C:13]3[C:18]([CH:19]=2)=[CH:17][CH:16]=[CH:15][C:14]=3[CH3:20])[CH:5]=[C:4]([CH3:27])[N:3]=1. (5) Given the reactants [C:1]1([C:7]2([CH2:13][O:14][CH:15]([C:17]3[CH:18]=[C:19]([C:26]([F:29])([F:28])[F:27])[CH:20]=[C:21]4[C:25]=3[NH:24][N:23]=[CH:22]4)[CH3:16])[CH2:12][CH2:11][NH:10][CH2:9][CH2:8]2)[CH:6]=[CH:5][CH:4]=[CH:3][CH:2]=1.[C:30]([BH3-])#N.[Na+].C=O.C(O)(=O)C, predict the reaction product. The product is: [CH3:30][N:10]1[CH2:11][CH2:12][C:7]([CH2:13][O:14][CH:15]([C:17]2[CH:18]=[C:19]([C:26]([F:28])([F:27])[F:29])[CH:20]=[C:21]3[C:25]=2[NH:24][N:23]=[CH:22]3)[CH3:16])([C:1]2[CH:6]=[CH:5][CH:4]=[CH:3][CH:2]=2)[CH2:8][CH2:9]1.